This data is from Catalyst prediction with 721,799 reactions and 888 catalyst types from USPTO. The task is: Predict which catalyst facilitates the given reaction. Reactant: Br.Br[CH2:3][C:4]([C:6]1[CH:11]=[CH:10][N:9]=[CH:8][CH:7]=1)=O.[CH:12]([C:15]1[CH:16]=[C:17]([NH:21][C:22]([NH2:24])=[S:23])[CH:18]=[CH:19][CH:20]=1)([CH3:14])[CH3:13].N. Product: [CH:12]([C:15]1[CH:16]=[C:17]([NH:21][C:22]2[S:23][CH:3]=[C:4]([C:6]3[CH:11]=[CH:10][N:9]=[CH:8][CH:7]=3)[N:24]=2)[CH:18]=[CH:19][CH:20]=1)([CH3:14])[CH3:13]. The catalyst class is: 88.